From a dataset of Reaction yield outcomes from USPTO patents with 853,638 reactions. Predict the reaction yield, written as a fraction of the theoretical maximum amount of product (1.0 means a 100% yield; for example, 0.34 means a 34% yield). (1) The reactants are [CH:1]1([NH:4][C:5](=[O:23])[C:6]2[CH:11]=[CH:10][C:9]([C:12]3[N:16]4[CH:17]=[C:18]([Br:22])[N:19]=[C:20](Br)[C:15]4=[N:14][CH:13]=3)=[CH:8][CH:7]=2)[CH2:3][CH2:2]1.[NH2:24][CH2:25][C:26]([CH3:29])([OH:28])[CH3:27].C1(C)C=CC=CC=1. The catalyst is CN(C)C=O. The product is [Br:22][C:18]1[N:19]=[C:20]([NH:24][CH2:25][C:26]([OH:28])([CH3:29])[CH3:27])[C:15]2[N:16]([C:12]([C:9]3[CH:8]=[CH:7][C:6]([C:5]([NH:4][CH:1]4[CH2:2][CH2:3]4)=[O:23])=[CH:11][CH:10]=3)=[CH:13][N:14]=2)[CH:17]=1. The yield is 0.830. (2) The reactants are [F:1][C:2]1[CH:11]=[CH:10][CH:9]=[C:8]2[C:3]=1[N:4]=[C:5](O)[C:6]([C:12]([O:14][CH2:15][CH3:16])=[O:13])=[N:7]2.O(Cl)[Cl:19].[P+5]. The catalyst is O. The product is [Cl:19][C:5]1[C:6]([C:12]([O:14][CH2:15][CH3:16])=[O:13])=[N:7][C:8]2[C:3]([N:4]=1)=[C:2]([F:1])[CH:11]=[CH:10][CH:9]=2. The yield is 0.720. (3) The reactants are [C:1](=[O:14])([O:12][CH3:13])[O:2][C:3]1[CH:8]=[CH:7][C:6]([F:9])=[CH:5][C:4]=1[CH2:10][CH3:11].OS(O)(=O)=O.[N+:20]([O-])([O-:22])=[O:21].[K+]. No catalyst specified. The product is [C:1](=[O:14])([O:12][CH3:13])[O:2][C:3]1[CH:8]=[C:7]([N+:20]([O-:22])=[O:21])[C:6]([F:9])=[CH:5][C:4]=1[CH2:10][CH3:11]. The yield is 0.580. (4) The reactants are C(OC([NH:8][C@H:9]1[CH2:13][CH2:12][N:11]([CH2:14][C:15]2[CH:20]=[CH:19][C:18]([F:21])=[CH:17][CH:16]=2)[CH2:10]1)=O)(C)(C)C. The catalyst is C(O)=O. The product is [NH2:8][C@H:9]1[CH2:13][CH2:12][N:11]([CH2:14][C:15]2[CH:20]=[CH:19][C:18]([F:21])=[CH:17][CH:16]=2)[CH2:10]1. The yield is 0.910. (5) The reactants are [CH2:1]([O:13][C:14]1[N:15]=[C:16]([Si:19]([CH:26]([CH3:28])[CH3:27])([CH:23]([CH3:25])[CH3:24])[CH:20]([CH3:22])[CH3:21])[S:17][CH:18]=1)[CH2:2][CH2:3][CH2:4][CH2:5][CH2:6][CH2:7][CH2:8][CH2:9][CH2:10][CH2:11][CH3:12].[Li][CH2:30][CH2:31][CH2:32][CH3:33]. The catalyst is C1COCC1. The product is [CH2:1]([O:13][C:14]1[N:15]=[C:16]([Si:19]([CH:26]([CH3:27])[CH3:28])([CH:23]([CH3:25])[CH3:24])[CH:20]([CH3:21])[CH3:22])[S:17][C:18]=1[C:18]1[S:17][C:16]([Si:19]([CH:23]([CH3:24])[CH3:25])([CH:26]([CH3:27])[CH3:28])[CH:20]([CH3:22])[CH3:21])=[N:15][C:14]=1[O:13][CH2:30][CH2:31][CH2:32][CH2:33][CH2:8][CH2:7][CH2:6][CH2:5][CH2:4][CH2:3][CH2:2][CH3:1])[CH2:2][CH2:3][CH2:4][CH2:5][CH2:6][CH2:7][CH2:8][CH2:9][CH2:10][CH2:11][CH3:12]. The yield is 0.960. (6) The reactants are Cl.[F:2][CH2:3][CH2:4][CH2:5][O:6][C:7]1[CH:8]=[C:9]2[C:13](=[CH:14][CH:15]=1)[CH2:12][C:11]1([CH2:20][CH2:19][CH:18]([O:21][CH3:22])[CH2:17][CH2:16]1)[C:10]2=[N:23]S(C(C)(C)C)=O. The catalyst is O1CCOCC1.C([O-])(O)=O.[Na+]. The product is [F:2][CH2:3][CH2:4][CH2:5][O:6][C:7]1[CH:8]=[C:9]2[C:13]([CH2:12][C:11]3([CH2:16][CH2:17][CH:18]([O:21][CH3:22])[CH2:19][CH2:20]3)[C:10]2=[NH:23])=[CH:14][CH:15]=1. The yield is 1.00.